This data is from Full USPTO retrosynthesis dataset with 1.9M reactions from patents (1976-2016). The task is: Predict the reactants needed to synthesize the given product. (1) Given the product [C:16]([C:6]1[CH:5]=[C:4]([CH:9]=[C:8]([F:10])[C:7]=1[NH:11][S:12]([CH3:15])(=[O:14])=[O:13])[CH2:3][NH:2][C:31](=[O:32])[CH:30]=[CH:29][C:28]1[C:23]([N:18]2[CH2:22][CH2:21][CH2:20][CH2:19]2)=[N:24][C:25]([C:34]([F:37])([F:35])[F:36])=[CH:26][CH:27]=1)#[CH:17], predict the reactants needed to synthesize it. The reactants are: Cl.[NH2:2][CH2:3][C:4]1[CH:9]=[C:8]([F:10])[C:7]([NH:11][S:12]([CH3:15])(=[O:14])=[O:13])=[C:6]([C:16]#[CH:17])[CH:5]=1.[N:18]1([C:23]2[C:28]([CH:29]=[CH:30][C:31](O)=[O:32])=[CH:27][CH:26]=[C:25]([C:34]([F:37])([F:36])[F:35])[N:24]=2)[CH2:22][CH2:21][CH2:20][CH2:19]1. (2) Given the product [Cl:30][C:31]1[C:36]([CH2:37][O:29][C:26]2[CH:27]=[CH:28][C:23]([CH:20]([CH3:22])[CH3:21])=[CH:24][CH:25]=2)=[CH:35][CH:34]=[CH:33][N:32]=1, predict the reactants needed to synthesize it. The reactants are: C1(P(C2C=CC=CC=2)C2C=CC=CC=2)C=CC=CC=1.[CH:20]([C:23]1[CH:28]=[CH:27][C:26]([OH:29])=[CH:25][CH:24]=1)([CH3:22])[CH3:21].[Cl:30][C:31]1[C:36]([CH2:37]O)=[CH:35][CH:34]=[CH:33][N:32]=1.CCOC(/N=N/C(OCC)=O)=O. (3) The reactants are: [CH3:1][C:2]1[N:6]=[CH:5][NH:4][N:3]=1.Cl[C:8]1[CH:15]=[CH:14][C:13]([N+:16]([O-:18])=[O:17])=[CH:12][C:9]=1[C:10]#[N:11].C(=O)([O-])[O-].[K+].[K+].O. Given the product [CH3:1][C:2]1[N:6]=[CH:5][N:4]([C:8]2[CH:15]=[CH:14][C:13]([N+:16]([O-:18])=[O:17])=[CH:12][C:9]=2[C:10]#[N:11])[N:3]=1, predict the reactants needed to synthesize it. (4) Given the product [F:18][CH:17]([F:19])[C:12]12[CH2:15][CH2:16][C:9]([C:7]3[N:6]=[CH:5][N:4]=[C:3]([CH2:2][N:21]4[C:29](=[O:30])[C:28]5[C:23](=[CH:24][CH:25]=[CH:26][CH:27]=5)[C:22]4=[O:31])[CH:8]=3)([CH2:14][CH2:13]1)[CH2:10][CH2:11]2, predict the reactants needed to synthesize it. The reactants are: Br[CH2:2][C:3]1[CH:8]=[C:7]([C:9]23[CH2:16][CH2:15][C:12]([CH:17]([F:19])[F:18])([CH2:13][CH2:14]2)[CH2:11][CH2:10]3)[N:6]=[CH:5][N:4]=1.[K][N:21]1[C:29](=[O:30])[C:28]2[C:23](=[CH:24][CH:25]=[CH:26][CH:27]=2)[C:22]1=[O:31]. (5) Given the product [CH3:33][CH:32]([CH3:34])[CH2:31][C:30]([N:13]1[C:12]2[CH:19]=[CH:20][C:9]([C:6]3[CH:5]=[CH:4][C:3]([C:2]([F:1])([F:21])[F:22])=[CH:8][CH:7]=3)=[CH:10][C:11]=2[S:17][CH2:16][CH2:15][C:14]1=[O:18])=[O:35], predict the reactants needed to synthesize it. The reactants are: [F:1][C:2]([F:22])([F:21])[C:3]1[CH:8]=[CH:7][C:6]([C:9]2[CH:20]=[CH:19][C:12]3[NH:13][C:14](=[O:18])[CH2:15][CH2:16][S:17][C:11]=3[CH:10]=2)=[CH:5][CH:4]=1.C(N(CC)CC)C.[C:30](Cl)(=[O:35])[CH2:31][CH:32]([CH3:34])[CH3:33].